Task: Binary Classification. Given a drug SMILES string, predict its activity (active/inactive) in a high-throughput screening assay against a specified biological target.. Dataset: Orexin1 receptor HTS with 218,158 compounds and 233 confirmed actives (1) The drug is S(c1n(CCc2ccccc2)c(nn1)c1ccncc1)CC(=O)NCc1ccccc1. The result is 0 (inactive). (2) The drug is Brc1cc(N2C(=O)C3(N(C(C4C3C(=O)N(C4=O)CC)c3ccc(cc3)C)C2=O)Cc2ccccc2)ccc1. The result is 0 (inactive). (3) The compound is S(=O)(=O)(c1cn(c2c(c1=O)cc(cc2)CC)CCC)c1ccccc1. The result is 0 (inactive).